This data is from Reaction yield outcomes from USPTO patents with 853,638 reactions. The task is: Predict the reaction yield, written as a fraction of the theoretical maximum amount of product (1.0 means a 100% yield; for example, 0.34 means a 34% yield). (1) The reactants are [C:1]([C:5]1[CH:6]=[C:7]2[C:11](=[CH:12][C:13]=1[N+:14]([O-])=O)[NH:10][CH:9]=[CH:8]2)([CH3:4])([CH3:3])[CH3:2]. The catalyst is CO.[Ni]. The product is [C:1]([C:5]1[CH:6]=[C:7]2[C:11](=[CH:12][C:13]=1[NH2:14])[NH:10][CH:9]=[CH:8]2)([CH3:4])([CH3:2])[CH3:3]. The yield is 0.870. (2) The reactants are [CH3:1][O:2][C:3]1[CH:21]=[CH:20][C:6]([CH2:7][N:8]2[CH:12]=[C:11]([C:13](=O)[CH2:14][S:15][C:16]#[N:17])[C:10]([CH3:19])=[N:9]2)=[CH:5][CH:4]=1.Cl.CC[OH:25]. No catalyst specified. The product is [CH3:1][O:2][C:3]1[CH:21]=[CH:20][C:6]([CH2:7][N:8]2[CH:12]=[C:11]([C:13]3[N:17]=[C:16]([OH:25])[S:15][CH:14]=3)[C:10]([CH3:19])=[N:9]2)=[CH:5][CH:4]=1. The yield is 0.520.